From a dataset of Reaction yield outcomes from USPTO patents with 853,638 reactions. Predict the reaction yield, written as a fraction of the theoretical maximum amount of product (1.0 means a 100% yield; for example, 0.34 means a 34% yield). (1) The reactants are [CH2:1]([C@H:8]1[CH2:13][CH2:12][N:11]([CH2:14][CH2:15][S:16]([C:19]2[CH:24]=[CH:23][C:22]([O:25][C:26](=[O:42])[C:27]3[CH:32]=[CH:31][C:30]([CH2:33][NH:34]C(OC(C)(C)C)=O)=[CH:29][CH:28]=3)=[CH:21][CH:20]=2)(=[O:18])=[O:17])[CH2:10][C@H:9]1[OH:43])[C:2]1[CH:7]=[CH:6][CH:5]=[CH:4][CH:3]=1. The catalyst is C(O)(C(F)(F)F)=O. The product is [CH2:1]([C@H:8]1[CH2:13][CH2:12][N:11]([CH2:14][CH2:15][S:16]([C:19]2[CH:24]=[CH:23][C:22]([O:25][C:26](=[O:42])[C:27]3[CH:28]=[CH:29][C:30]([CH2:33][NH2:34])=[CH:31][CH:32]=3)=[CH:21][CH:20]=2)(=[O:17])=[O:18])[CH2:10][C@H:9]1[OH:43])[C:2]1[CH:3]=[CH:4][CH:5]=[CH:6][CH:7]=1. The yield is 0.670. (2) The reactants are [Cl:1][C:2]1[C:7]([CH:8]=[O:9])=[C:6]([N:10]2[CH2:22][CH2:21][C:20]3[N:19]4[C:14]([CH2:15][CH2:16][CH2:17][CH2:18]4)=[CH:13][C:12]=3[C:11]2=[O:23])[N:5]=[CH:4][CH:3]=1.[BH4-].[Na+]. The catalyst is CO. The product is [Cl:1][C:2]1[CH:3]=[CH:4][N:5]=[C:6]([N:10]2[CH2:22][CH2:21][C:20]3[N:19]4[C:14]([CH2:15][CH2:16][CH2:17][CH2:18]4)=[CH:13][C:12]=3[C:11]2=[O:23])[C:7]=1[CH2:8][OH:9]. The yield is 0.920.